Dataset: Catalyst prediction with 721,799 reactions and 888 catalyst types from USPTO. Task: Predict which catalyst facilitates the given reaction. (1) Reactant: [CH3:1][C:2]1([CH3:20])[CH2:6][C:5]2([CH2:11][CH2:10][C:9]([C:12]3[C:16](C=O)=[CH:15][N:14]([CH3:19])[N:13]=3)=[CH:8][CH2:7]2)[O:4][CH2:3]1.[CH3:21][N:22]([CH2:30][CH2:31][NH:32][CH3:33])[C:23](=[O:29])[O:24][C:25]([CH3:28])([CH3:27])[CH3:26].[BH-](OC(C)=O)(OC(C)=O)O[C:36](C)=O.[Na+]. Product: [CH3:20][C:2]1([CH3:1])[CH2:6][C:5]2([CH2:11][CH2:10][C:9]([C:12]3[C:16]([CH2:33][N:32]([CH3:36])[CH2:31][CH2:30][N:22]([CH3:21])[C:23](=[O:29])[O:24][C:25]([CH3:28])([CH3:27])[CH3:26])=[CH:15][N:14]([CH3:19])[N:13]=3)=[CH:8][CH2:7]2)[O:4][CH2:3]1. The catalyst class is: 68. (2) Reactant: N#N.[F:3][C:4]([C:7]1[O:11][C:10]([CH2:12][N:13]2[N:17]=[C:16]([N+:18]([O-])=O)[CH:15]=[N:14]2)=[CH:9][CH:8]=1)([F:6])[CH3:5].[NH4+].[Cl-]. Product: [F:6][C:4]([C:7]1[O:11][C:10]([CH2:12][N:13]2[N:17]=[C:16]([NH2:18])[CH:15]=[N:14]2)=[CH:9][CH:8]=1)([F:3])[CH3:5]. The catalyst class is: 314. (3) The catalyst class is: 1. Product: [Cl:1][C:2]1[CH:3]=[C:4]([CH:17]=[CH:18][C:19]=1[Cl:20])[CH2:5][C:6]1[CH:14]=[CH:13][C:9]([C:10]([NH:12][S:31]([CH3:34])(=[O:33])=[O:32])=[O:11])=[CH:8][C:7]=1[O:15][CH3:16]. Reactant: [Cl:1][C:2]1[CH:3]=[C:4]([CH:17]=[CH:18][C:19]=1[Cl:20])[CH2:5][C:6]1[CH:14]=[CH:13][C:9]([C:10]([NH2:12])=[O:11])=[CH:8][C:7]=1[O:15][CH3:16].[Li+].C[Si]([N-][Si](C)(C)C)(C)C.[S:31](Cl)([CH3:34])(=[O:33])=[O:32]. (4) Reactant: N1C=CC=CC=1.C(N(CC)CC)C.[C:14]([O:18][C:19]([N:21]1[CH2:29][C:28]2[C:27]([O:30][C:31]3[CH:32]=[C:33]4[C:37](=[CH:38][CH:39]=3)[N:36]([C:40](=[O:52])[NH:41][C:42]3[CH:46]=[C:45]([C:47]5([CH2:50][OH:51])[CH2:49][CH2:48]5)[O:44][N:43]=3)[CH:35]=[CH:34]4)=[N:26][CH:25]=[N:24][C:23]=2[CH2:22]1)=[O:20])([CH3:17])([CH3:16])[CH3:15]. Product: [C:14]([O:18][C:19]([N:21]1[CH2:29][C:28]2[C:27]([O:30][C:31]3[CH:32]=[C:33]4[C:37](=[CH:38][CH:39]=3)[N:36]([C:40](=[O:52])[NH:41][C:42]3[CH:46]=[C:45]([C:47]5([CH:50]=[O:51])[CH2:48][CH2:49]5)[O:44][N:43]=3)[CH:35]=[CH:34]4)=[N:26][CH:25]=[N:24][C:23]=2[CH2:22]1)=[O:20])([CH3:17])([CH3:15])[CH3:16]. The catalyst class is: 583. (5) Reactant: [Cl:1][C:2]1[CH:20]=[C:6]([C:7]([NH:9][CH2:10][CH2:11][CH2:12][CH2:13][CH2:14][CH2:15][CH2:16][C:17]([OH:19])=[O:18])=[O:8])[C:5]([OH:21])=[CH:4][CH:3]=1.[OH-].[Na+:23]. Product: [Cl:1][C:2]1[CH:20]=[C:6]([C:7]([NH:9][CH2:10][CH2:11][CH2:12][CH2:13][CH2:14][CH2:15][CH2:16][C:17]([O-:19])=[O:18])=[O:8])[C:5]([OH:21])=[CH:4][CH:3]=1.[Na+:23]. The catalyst class is: 6. (6) Reactant: [C:1]([O:5][C:6]([N:8]1[CH2:13][CH2:12][CH:11]([OH:14])[CH2:10][CH2:9]1)=[O:7])([CH3:4])([CH3:3])[CH3:2].CCN(CC)CC.[S:22](Cl)([CH3:25])(=[O:24])=[O:23]. Product: [C:1]([O:5][C:6]([N:8]1[CH2:13][CH2:12][CH:11]([O:14][S:22]([CH3:25])(=[O:24])=[O:23])[CH2:10][CH2:9]1)=[O:7])([CH3:4])([CH3:2])[CH3:3]. The catalyst class is: 2. (7) Product: [Cl:1][C:2]1[N:10]=[C:9]2[C:5]([N:6]=[CH:7][NH:8]2)=[C:4]([N:12]2[CH2:17][CH2:16][O:15][CH2:14][CH2:13]2)[N:3]=1. Reactant: [Cl:1][C:2]1[N:10]=[C:9]2[C:5]([N:6]=[CH:7][NH:8]2)=[C:4](Cl)[N:3]=1.[NH:12]1[CH2:17][CH2:16][O:15][CH2:14][CH2:13]1.C(N(C(C)C)CC)(C)C.O. The catalyst class is: 9.